Dataset: Forward reaction prediction with 1.9M reactions from USPTO patents (1976-2016). Task: Predict the product of the given reaction. (1) Given the reactants [F:1][C:2]([F:17])([F:16])[C:3]([CH3:15])=[CH:4][C:5](OCC1C=CC=CC=1)=[O:6].[H-].[H-].[H-].[H-].[Li+].[Al+3], predict the reaction product. The product is: [F:1][C:2]([F:17])([F:16])[C:3]([CH3:15])=[CH:4][CH2:5][OH:6]. (2) Given the reactants [F:1][C:2]([F:27])([F:26])[C:3]1[CH:25]=[CH:24][CH:23]=[CH:22][C:4]=1[O:5][CH:6]1[CH2:11][CH2:10][N:9]([C:12]2[CH:21]=[CH:20][C:15]([C:16]([NH:18][NH2:19])=[O:17])=[CH:14][CH:13]=2)[CH2:8][CH2:7]1.[C:28]([O:31][CH2:32][C:33](Cl)=[O:34])(=[O:30])[CH3:29], predict the reaction product. The product is: [C:28]([O:31][CH2:32][C:33](=[O:34])[NH:19][NH:18][C:16](=[O:17])[C:15]1[CH:20]=[CH:21][C:12]([N:9]2[CH2:10][CH2:11][CH:6]([O:5][C:4]3[CH:22]=[CH:23][CH:24]=[CH:25][C:3]=3[C:2]([F:1])([F:26])[F:27])[CH2:7][CH2:8]2)=[CH:13][CH:14]=1)(=[O:30])[CH3:29]. (3) Given the reactants [Cl:1][C:2]1[CH:3]=[C:4]([C:13]2[O:14][C:15]3[CH2:21][CH2:20][CH:19]([O:22][CH2:23][C:24](N4CCOCC4)=[O:25])[CH2:18][C:16]=3[N:17]=2)[CH:5]=[CH:6][C:7]=1[O:8][CH2:9][CH:10]1[CH2:12][CH2:11]1.[CH3:32][Mg]Br.[Cl-].[NH4+], predict the reaction product. The product is: [Cl:1][C:2]1[CH:3]=[C:4]([C:13]2[O:14][C:15]3[CH2:21][CH2:20][CH:19]([O:22][CH2:23][CH:24]([OH:25])[CH3:32])[CH2:18][C:16]=3[N:17]=2)[CH:5]=[CH:6][C:7]=1[O:8][CH2:9][CH:10]1[CH2:12][CH2:11]1. (4) Given the reactants C([C@@H]1N(C(=O)C2C=CC(OC3C=CC=CC=3)=CC=2)C[C@H](CC(C)C)NC1=O)C(C)C.[CH:31]1([C@@H:37]2[NH:42][C:41](=[O:43])[C@H:40]([CH2:44][CH:45]([CH3:47])[CH3:46])[NH:39][CH2:38]2)[CH2:36][CH2:35][CH2:34][CH2:33][CH2:32]1.[F:48][C:49]1[CH:54]=[CH:53][C:52]([C:55]2[O:59][N:58]=[C:57]([C:60](O)=[O:61])[N:56]=2)=[CH:51][CH:50]=1, predict the reaction product. The product is: [CH:31]1([C@@H:37]2[NH:42][C:41](=[O:43])[C@H:40]([CH2:44][CH:45]([CH3:47])[CH3:46])[N:39]([C:60]([C:57]3[N:56]=[C:55]([C:52]4[CH:53]=[CH:54][C:49]([F:48])=[CH:50][CH:51]=4)[O:59][N:58]=3)=[O:61])[CH2:38]2)[CH2:32][CH2:33][CH2:34][CH2:35][CH2:36]1. (5) Given the reactants [CH3:1][O:2][C:3]1[CH:4]=[C:5]([CH:29]=[C:30]([O:34][CH3:35])[C:31]=1[O:32][CH3:33])[O:6][CH2:7][C:8]([N:10]1[CH2:15][CH2:14][N:13]([CH2:16][C:17]2[CH:22]=[CH:21][C:20]([F:23])=[CH:19][CH:18]=2)[CH2:12][CH:11]1[CH2:24][C:25]([O:27]C)=[O:26])=[O:9].CO.O.O.[OH-].[Li+], predict the reaction product. The product is: [CH3:35][O:34][C:30]1[CH:29]=[C:5]([CH:4]=[C:3]([O:2][CH3:1])[C:31]=1[O:32][CH3:33])[O:6][CH2:7][C:8]([N:10]1[CH2:15][CH2:14][N:13]([CH2:16][C:17]2[CH:22]=[CH:21][C:20]([F:23])=[CH:19][CH:18]=2)[CH2:12][CH:11]1[CH2:24][C:25]([OH:27])=[O:26])=[O:9]. (6) Given the reactants [NH:1](C(OC(C)(C)C)=O)[C@H:2]([C:4]([O:6][CH2:7][C:8]1[CH:13]=[CH:12][CH:11]=[CH:10][CH:9]=1)=[O:5])[CH3:3].N#N.[ClH:23], predict the reaction product. The product is: [NH2:1][C@H:2]([C:4]([O:6][CH2:7][C:8]1[CH:13]=[CH:12][CH:11]=[CH:10][CH:9]=1)=[O:5])[CH3:3].[ClH:23]. (7) Given the reactants [CH2:1]([OH:7])[CH2:2][CH:3]([OH:6])[CH2:4][CH3:5].[H-].[Na+].[Si:10](Cl)([C:13]([CH3:16])([CH3:15])[CH3:14])([CH3:12])[CH3:11], predict the reaction product. The product is: [C:13]([Si:10]([CH3:12])([CH3:11])[O:6][CH:3]1[CH2:4][CH2:5][CH:1]([OH:7])[CH2:2]1)([CH3:16])([CH3:15])[CH3:14].